From a dataset of Forward reaction prediction with 1.9M reactions from USPTO patents (1976-2016). Predict the product of the given reaction. (1) Given the reactants C[O:2][C:3](=O)[CH2:4][C:5]([NH:7][C:8]1[CH:13]=[CH:12][C:11]([CH2:14][CH2:15][C:16]2[CH:21]=[CH:20][C:19]([Cl:22])=[CH:18][CH:17]=2)=[CH:10][CH:9]=1)=[O:6].[NH3:24], predict the reaction product. The product is: [Cl:22][C:19]1[CH:20]=[CH:21][C:16]([CH2:15][CH2:14][C:11]2[CH:12]=[CH:13][C:8]([NH:7][C:5](=[O:6])[CH2:4][C:3]([NH2:24])=[O:2])=[CH:9][CH:10]=2)=[CH:17][CH:18]=1. (2) Given the reactants [F:1][C:2]1[CH:7]=[C:6]([CH2:8][S:9]([CH3:12])(=[O:11])=[O:10])[CH:5]=[CH:4][C:3]=1[C:13]1[CH:14]=[C:15]2[CH2:21][CH:20]([CH:22]3[CH2:27][CH2:26][N:25]([C:28]([NH:30][OH:31])=[NH:29])[CH2:24][CH2:23]3)[O:19][C:16]2=[CH:17][N:18]=1.[C:32](Cl)(=O)[CH2:33][CH2:34][CH3:35], predict the reaction product. The product is: [F:1][C:2]1[CH:7]=[C:6]([CH2:8][S:9]([CH3:12])(=[O:10])=[O:11])[CH:5]=[CH:4][C:3]=1[C:13]1[CH:14]=[C:15]2[CH2:21][CH:20]([CH:22]3[CH2:23][CH2:24][N:25]([C:28]4[N:29]=[C:32]([CH2:33][CH2:34][CH3:35])[O:31][N:30]=4)[CH2:26][CH2:27]3)[O:19][C:16]2=[CH:17][N:18]=1. (3) Given the reactants [CH3:1][C:2]1[NH:6][N:5]=[C:4]([NH:7][C:8]2[NH:9][C:10](=O)[C:11]3[C:16]([CH:17]=2)=[CH:15][CH:14]=[CH:13][CH:12]=3)[CH:3]=1.O=P(Cl)(Cl)[Cl:21], predict the reaction product. The product is: [Cl:21][C:10]1[C:11]2[C:16](=[CH:15][CH:14]=[CH:13][CH:12]=2)[CH:17]=[C:8]([NH:7][C:4]2[CH:3]=[C:2]([CH3:1])[NH:6][N:5]=2)[N:9]=1.